Dataset: Catalyst prediction with 721,799 reactions and 888 catalyst types from USPTO. Task: Predict which catalyst facilitates the given reaction. (1) Reactant: [CH3:1][C:2]1[O:6][N:5]=[C:4]([C:7]2[CH:12]=[CH:11][CH:10]=[CH:9][CH:8]=2)[C:3]=1[C:13]([OH:15])=O.[NH:16]1[CH2:24][CH2:23][CH:19]([C:20]([NH2:22])=[O:21])[CH2:18][CH2:17]1.F[B-](F)(F)F.N1(OC(N(C)C)=[N+](C)C)C2C=CC=CC=2N=N1.C(N(C(C)C)CC)(C)C. Product: [CH3:1][C:2]1[O:6][N:5]=[C:4]([C:7]2[CH:8]=[CH:9][CH:10]=[CH:11][CH:12]=2)[C:3]=1[C:13]([N:16]1[CH2:24][CH2:23][CH:19]([C:20]([NH2:22])=[O:21])[CH2:18][CH2:17]1)=[O:15]. The catalyst class is: 9. (2) Reactant: C[O:2][C:3](=[O:14])[CH2:4][C:5]([NH:7][C:8]1[CH:13]=[CH:12][CH:11]=[CH:10][CH:9]=1)=[O:6].[OH-].[Li+].O1CCCC1.O. The catalyst class is: 5. Product: [C:8]1([NH:7][C:5](=[O:6])[CH2:4][C:3]([OH:14])=[O:2])[CH:9]=[CH:10][CH:11]=[CH:12][CH:13]=1.